Dataset: Reaction yield outcomes from USPTO patents with 853,638 reactions. Task: Predict the reaction yield, written as a fraction of the theoretical maximum amount of product (1.0 means a 100% yield; for example, 0.34 means a 34% yield). (1) The reactants are [F:1][C:2]1[CH:7]=[CH:6][CH:5]=[C:4]([F:8])[C:3]=1[C:9]1[N:14]=[C:13]([C:15]([OH:17])=O)[CH:12]=[CH:11][C:10]=1[F:18].[NH2:19][C:20]1[C:21]([N:29]2[CH2:34][C@H:33]([CH3:35])[CH2:32][C@H:31]([NH:36]C(=O)OC(C)(C)C)[CH2:30]2)=[C:22]2[CH2:28][CH2:27][O:26][C:23]2=[N:24][CH:25]=1.CN(C(ON1N=NC2C=CC=NC1=2)=[N+](C)C)C.F[P-](F)(F)(F)(F)F.CCN(C(C)C)C(C)C. The catalyst is CN(C=O)C. The product is [NH2:36][C@H:31]1[CH2:32][C@@H:33]([CH3:35])[CH2:34][N:29]([C:21]2[C:20]([NH:19][C:15]([C:13]3[CH:12]=[CH:11][C:10]([F:18])=[C:9]([C:3]4[C:4]([F:8])=[CH:5][CH:6]=[CH:7][C:2]=4[F:1])[N:14]=3)=[O:17])=[CH:25][N:24]=[C:23]3[O:26][CH2:27][CH2:28][C:22]=23)[CH2:30]1. The yield is 0.380. (2) The reactants are S(=O)(=O)(O)O.[Br:6][C:7]1[CH:8]=[C:9]2[C:13](=[CH:14][CH:15]=1)[NH:12][N:11]=[C:10]2[C:16]([OH:18])=[O:17].[CH3:19]O. No catalyst specified. The product is [Br:6][C:7]1[CH:8]=[C:9]2[C:13](=[CH:14][CH:15]=1)[NH:12][N:11]=[C:10]2[C:16]([O:18][CH3:19])=[O:17]. The yield is 0.980. (3) The reactants are [F:1][C:2]([F:15])([F:14])[S:3]([O:6]S(C(F)(F)F)(=O)=O)(=[O:5])=[O:4].[CH3:16][C:17]1[C:18](O)=[CH:19][CH:20]=[C:21]2[C:26]=1[O:25][CH:24]([C:27]1[CH:32]=[CH:31][CH:30]=[CH:29][CH:28]=1)[CH2:23][CH2:22]2. The catalyst is C(Cl)Cl.N1C=CC=CC=1.CCOC(C)=O. The product is [F:1][C:2]([F:15])([F:14])[S:3]([O:6][C:18]1[C:17]([CH3:16])=[C:26]2[C:21]([CH2:22][CH2:23][CH:24]([C:27]3[CH:28]=[CH:29][CH:30]=[CH:31][CH:32]=3)[O:25]2)=[CH:20][CH:19]=1)(=[O:5])=[O:4]. The yield is 0.890. (4) The reactants are C([O:8][P:9]([O:19][CH2:20][C@H:21]1[O:63][C@H:62]([CH2:64][O:65][P:66]([O:76]CC2C=CC=CC=2)([O:68]CC2C=CC=CC=2)=[O:67])[C@@H:42]([O:43][P:44]([O:54]CC2C=CC=CC=2)([O:46]CC2C=CC=CC=2)=[O:45])[C@@H:22]1[O:23][P:24]([O:34]CC1C=CC=CC=1)([O:26]CC1C=CC=CC=1)=[O:25])([O:11]CC1C=CC=CC=1)=[O:10])C1C=CC=CC=1.C([O-])(O)=O.[Na+:88]. The catalyst is CCO.O.[Pd]. The product is [P:9]([O:19][CH2:20][C@H:21]1[O:63][C@H:62]([CH2:64][O:65][P:66]([OH:76])([OH:68])=[O:67])[C@@H:42]([O:43][P:44]([OH:54])([OH:46])=[O:45])[C@@H:22]1[O:23][P:24]([O-:26])([O-:34])=[O:25])([O-:11])([O-:10])=[O:8].[Na+:88].[Na+:88].[Na+:88].[Na+:88]. The yield is 0.980. (5) The reactants are [OH:1][N:2]=[C:3]1[CH2:8][CH2:7][N:6]([C:9]([O:11][CH2:12][C:13]2[CH:18]=[CH:17][CH:16]=[CH:15][CH:14]=2)=[O:10])[CH2:5][CH2:4]1.[S:19](Cl)([C:22]1[CH:28]=[CH:27][C:25]([CH3:26])=[CH:24][CH:23]=1)(=[O:21])=[O:20]. The catalyst is N1C=CC=CC=1. The product is [S:19]([O:1][N:2]=[C:3]1[CH2:4][CH2:5][N:6]([C:9]([O:11][CH2:12][C:13]2[CH:18]=[CH:17][CH:16]=[CH:15][CH:14]=2)=[O:10])[CH2:7][CH2:8]1)([C:22]1[CH:28]=[CH:27][C:25]([CH3:26])=[CH:24][CH:23]=1)(=[O:21])=[O:20]. The yield is 0.253.